From a dataset of Forward reaction prediction with 1.9M reactions from USPTO patents (1976-2016). Predict the product of the given reaction. (1) Given the reactants [Cl:1][C:2]1[CH:7]=[CH:6][CH:5]=[C:4]([Cl:8])[C:3]=1[CH2:9][CH2:10][OH:11].[H-].[Na+].Cl[CH2:15][C:16]([O-:18])=[O:17].[Na+], predict the reaction product. The product is: [Cl:1][C:2]1[CH:7]=[CH:6][CH:5]=[C:4]([Cl:8])[C:3]=1[CH2:9][CH2:10][O:11][CH2:15][C:16]([OH:18])=[O:17]. (2) Given the reactants F[C:2](F)(F)S(O)(=O)=O.[C]=O.[F:11][C:12]([F:28])([F:27])[C:13]1[CH:14]=[C:15]([C:23](O)([CH3:25])[CH3:24])[CH:16]=[C:17]([C:19]([F:22])([F:21])[F:20])[CH:18]=1.[OH-:29].[Na+].[OH2:31], predict the reaction product. The product is: [F:11][C:12]([F:28])([F:27])[C:13]1[CH:14]=[C:15]([C:23]([CH3:2])([CH3:25])[C:24]([OH:31])=[O:29])[CH:16]=[C:17]([C:19]([F:22])([F:21])[F:20])[CH:18]=1.